Dataset: NCI-60 drug combinations with 297,098 pairs across 59 cell lines. Task: Regression. Given two drug SMILES strings and cell line genomic features, predict the synergy score measuring deviation from expected non-interaction effect. (1) Drug 2: CN(CC1=CN=C2C(=N1)C(=NC(=N2)N)N)C3=CC=C(C=C3)C(=O)NC(CCC(=O)O)C(=O)O. Synergy scores: CSS=48.2, Synergy_ZIP=-3.90, Synergy_Bliss=-6.90, Synergy_Loewe=-7.23, Synergy_HSA=-0.966. Cell line: LOX IMVI. Drug 1: CC1=C(N=C(N=C1N)C(CC(=O)N)NCC(C(=O)N)N)C(=O)NC(C(C2=CN=CN2)OC3C(C(C(C(O3)CO)O)O)OC4C(C(C(C(O4)CO)O)OC(=O)N)O)C(=O)NC(C)C(C(C)C(=O)NC(C(C)O)C(=O)NCCC5=NC(=CS5)C6=NC(=CS6)C(=O)NCCC[S+](C)C)O. (2) Drug 1: CC1=CC2C(CCC3(C2CCC3(C(=O)C)OC(=O)C)C)C4(C1=CC(=O)CC4)C. Drug 2: CC1CCC2CC(C(=CC=CC=CC(CC(C(=O)C(C(C(=CC(C(=O)CC(OC(=O)C3CCCCN3C(=O)C(=O)C1(O2)O)C(C)CC4CCC(C(C4)OC)OCCO)C)C)O)OC)C)C)C)OC. Cell line: HS 578T. Synergy scores: CSS=15.7, Synergy_ZIP=-0.640, Synergy_Bliss=2.41, Synergy_Loewe=-15.2, Synergy_HSA=-2.29. (3) Drug 1: CN(C(=O)NC(C=O)C(C(C(CO)O)O)O)N=O. Drug 2: C1C(C(OC1N2C=NC(=NC2=O)N)CO)O. Cell line: MOLT-4. Synergy scores: CSS=46.9, Synergy_ZIP=0.456, Synergy_Bliss=1.25, Synergy_Loewe=-48.2, Synergy_HSA=3.24. (4) Drug 1: CNC(=O)C1=CC=CC=C1SC2=CC3=C(C=C2)C(=NN3)C=CC4=CC=CC=N4. Drug 2: CN(CCCl)CCCl.Cl. Cell line: OVCAR-8. Synergy scores: CSS=-1.98, Synergy_ZIP=-0.119, Synergy_Bliss=0.665, Synergy_Loewe=-4.05, Synergy_HSA=-1.79. (5) Drug 1: CC1C(C(CC(O1)OC2CC(CC3=C2C(=C4C(=C3O)C(=O)C5=C(C4=O)C(=CC=C5)OC)O)(C(=O)CO)O)N)O.Cl. Drug 2: CC(C)(C#N)C1=CC(=CC(=C1)CN2C=NC=N2)C(C)(C)C#N. Synergy scores: CSS=33.7, Synergy_ZIP=-5.39, Synergy_Bliss=-2.47, Synergy_Loewe=-0.947, Synergy_HSA=-1.92. Cell line: OVCAR-8. (6) Drug 1: C1=CC(=CC=C1CC(C(=O)O)N)N(CCCl)CCCl.Cl. Drug 2: CC=C1C(=O)NC(C(=O)OC2CC(=O)NC(C(=O)NC(CSSCCC=C2)C(=O)N1)C(C)C)C(C)C. Cell line: T-47D. Synergy scores: CSS=26.8, Synergy_ZIP=2.65, Synergy_Bliss=3.95, Synergy_Loewe=-16.7, Synergy_HSA=2.50. (7) Drug 1: C1=C(C(=O)NC(=O)N1)N(CCCl)CCCl. Drug 2: CCN(CC)CCNC(=O)C1=C(NC(=C1C)C=C2C3=C(C=CC(=C3)F)NC2=O)C. Cell line: CAKI-1. Synergy scores: CSS=48.0, Synergy_ZIP=-7.75, Synergy_Bliss=-5.67, Synergy_Loewe=-2.36, Synergy_HSA=-2.27. (8) Drug 1: CCC(=C(C1=CC=CC=C1)C2=CC=C(C=C2)OCCN(C)C)C3=CC=CC=C3.C(C(=O)O)C(CC(=O)O)(C(=O)O)O. Drug 2: C1=NC2=C(N=C(N=C2N1C3C(C(C(O3)CO)O)F)Cl)N. Cell line: OVCAR-5. Synergy scores: CSS=6.31, Synergy_ZIP=0.443, Synergy_Bliss=2.46, Synergy_Loewe=-0.253, Synergy_HSA=1.04. (9) Drug 1: CN(CC1=CN=C2C(=N1)C(=NC(=N2)N)N)C3=CC=C(C=C3)C(=O)NC(CCC(=O)O)C(=O)O. Drug 2: CC1=C(C=C(C=C1)NC(=O)C2=CC=C(C=C2)CN3CCN(CC3)C)NC4=NC=CC(=N4)C5=CN=CC=C5. Cell line: HS 578T. Synergy scores: CSS=12.4, Synergy_ZIP=-6.86, Synergy_Bliss=-0.603, Synergy_Loewe=-16.1, Synergy_HSA=-1.17.